From a dataset of Reaction yield outcomes from USPTO patents with 853,638 reactions. Predict the reaction yield, written as a fraction of the theoretical maximum amount of product (1.0 means a 100% yield; for example, 0.34 means a 34% yield). (1) The reactants are [CH2:1]([O:8][CH:9]1[CH2:13][O:12][C:11](=[O:14])[CH2:10]1)[C:2]1[CH:7]=[CH:6][CH:5]=[CH:4][CH:3]=1.CC(C[AlH]CC(C)C)C.C1(C)C=CC=CC=1.N1C=CC=CC=1.[CH3:37][C:38](OC(C)=O)=[O:39].[NH4+].[Cl-]. The catalyst is C(Cl)Cl.CN(C)C1C=CN=CC=1.C(OCC)(=O)C.CCCCCC. The product is [C:38]([O:14][CH:11]1[CH2:10][CH:9]([O:8][CH2:1][C:2]2[CH:3]=[CH:4][CH:5]=[CH:6][CH:7]=2)[CH2:13][O:12]1)(=[O:39])[CH3:37]. The yield is 0.920. (2) The reactants are [F:1][C:2]1[CH:7]=[C:6]([F:8])[CH:5]=[CH:4][C:3]=1[NH2:9].N1C=CC=CC=1.Cl[C:17]([O:19][CH2:20][C:21]1[CH:26]=[CH:25][CH:24]=[CH:23][CH:22]=1)=[O:18]. The catalyst is ClCCl. The product is [CH2:20]([O:19][C:17](=[O:18])[NH:9][C:3]1[CH:4]=[CH:5][C:6]([F:8])=[CH:7][C:2]=1[F:1])[C:21]1[CH:26]=[CH:25][CH:24]=[CH:23][CH:22]=1. The yield is 0.850.